This data is from Catalyst prediction with 721,799 reactions and 888 catalyst types from USPTO. The task is: Predict which catalyst facilitates the given reaction. (1) Reactant: C([Cl:4])(=O)C.CS[C:7]1[CH:31]=[CH:30][C:10]([CH2:11][C:12]2[N:16]=[C:15]([CH:17]3[CH2:22][CH2:21][N:20](C(OC(C)(C)C)=O)[CH2:19][CH2:18]3)[O:14][N:13]=2)=[CH:9][CH:8]=1. Product: [ClH:4].[CH2:11]([C:12]1[N:16]=[C:15]([CH:17]2[CH2:22][CH2:21][NH:20][CH2:19][CH2:18]2)[O:14][N:13]=1)[C:10]1[CH:9]=[CH:8][CH:7]=[CH:31][CH:30]=1. The catalyst class is: 5. (2) Reactant: [Cl:1][C:2]1[CH:8]=[C:7]([O:9][C:10]2[C:19]3[C:14](=[CH:15][C:16]([O:22][CH3:23])=[C:17]([O:20][CH3:21])[CH:18]=3)[N:13]=[CH:12][N:11]=2)[CH:6]=[CH:5][C:3]=1[NH2:4].C1(C)C=CC=CC=1.C(N(CC)CC)C.Cl[C:39](Cl)([O:41][C:42](=[O:48])OC(Cl)(Cl)Cl)Cl.[CH3:50][C:51]1[CH:56]=[CH:55][C:54]([S:57][CH2:58][CH2:59]CO)=[CH:53][CH:52]=1. Product: [Cl:1][C:2]1[CH:8]=[C:7]([O:9][C:10]2[C:19]3[C:14](=[CH:15][C:16]([O:22][CH3:23])=[C:17]([O:20][CH3:21])[CH:18]=3)[N:13]=[CH:12][N:11]=2)[CH:6]=[CH:5][C:3]=1[NH:4][C:42](=[O:48])[O:41][CH2:39][CH2:59][CH2:58][S:57][C:54]1[CH:55]=[CH:56][C:51]([CH3:50])=[CH:52][CH:53]=1. The catalyst class is: 2. (3) Reactant: [CH2:1]([Li])CCC.[CH:6]1([C:9]([CH:11]2[CH2:16][CH2:15][N:14]([C:17]([O:19][C:20]([CH3:23])([CH3:22])[CH3:21])=[O:18])[CH2:13][CH2:12]2)=O)[CH2:8][CH2:7]1. Product: [CH:6]1([C:9]([CH:11]2[CH2:16][CH2:15][N:14]([C:17]([O:19][C:20]([CH3:23])([CH3:22])[CH3:21])=[O:18])[CH2:13][CH2:12]2)=[CH2:1])[CH2:8][CH2:7]1. The catalyst class is: 307.